This data is from NCI-60 drug combinations with 297,098 pairs across 59 cell lines. The task is: Regression. Given two drug SMILES strings and cell line genomic features, predict the synergy score measuring deviation from expected non-interaction effect. (1) Drug 1: CCCCC(=O)OCC(=O)C1(CC(C2=C(C1)C(=C3C(=C2O)C(=O)C4=C(C3=O)C=CC=C4OC)O)OC5CC(C(C(O5)C)O)NC(=O)C(F)(F)F)O. Drug 2: CC12CCC3C(C1CCC2OP(=O)(O)O)CCC4=C3C=CC(=C4)OC(=O)N(CCCl)CCCl.[Na+]. Cell line: SK-OV-3. Synergy scores: CSS=13.6, Synergy_ZIP=2.38, Synergy_Bliss=6.03, Synergy_Loewe=-18.2, Synergy_HSA=2.07. (2) Drug 1: C1=NC2=C(N1)C(=S)N=CN2. Drug 2: C1CCC(C(C1)N)N.C(=O)(C(=O)[O-])[O-].[Pt+4]. Cell line: SR. Synergy scores: CSS=68.0, Synergy_ZIP=-2.33, Synergy_Bliss=-2.22, Synergy_Loewe=-2.27, Synergy_HSA=1.39.